Predict the reactants needed to synthesize the given product. From a dataset of Full USPTO retrosynthesis dataset with 1.9M reactions from patents (1976-2016). (1) Given the product [CH3:6][NH2:7].[CH3:6][NH:7][C:33]([CH:35]1[CH2:39][C:38](=[O:40])[N:37]([C:41]2[CH:46]=[CH:45][C:44]([O:47][CH2:48][C:49]3[CH:54]=[CH:53][CH:52]=[C:51]([O:55][C:56]([F:59])([F:58])[F:57])[CH:50]=3)=[CH:43][CH:42]=2)[CH2:36]1)=[O:32], predict the reactants needed to synthesize it. The reactants are: COC(C1CC(=O)[N:7](C2C=CC(O)=CC=2)[CH2:6]1)=O.FC(F)(F)OC1C=C(C=CC=1)CBr.C[O:32][C:33]([CH:35]1[CH2:39][C:38](=[O:40])[N:37]([C:41]2[CH:46]=[CH:45][C:44]([O:47][CH2:48][C:49]3[CH:54]=[CH:53][CH:52]=[C:51]([O:55][C:56]([F:59])([F:58])[F:57])[CH:50]=3)=[CH:43][CH:42]=2)[CH2:36]1)=O. (2) Given the product [CH:4]1([S:7][C:8]2[CH:13]=[CH:12][C:11]([CH2:14][C:15]([OH:17])=[O:16])=[CH:10][CH:9]=2)[CH2:5][CH2:6]1, predict the reactants needed to synthesize it. The reactants are: O.NN.[CH:4]1([S:7][C:8]2[CH:13]=[CH:12][C:11]([C:14](=O)[C:15]([OH:17])=[O:16])=[CH:10][CH:9]=2)[CH2:6][CH2:5]1.[OH-].[K+].O.